From a dataset of Full USPTO retrosynthesis dataset with 1.9M reactions from patents (1976-2016). Predict the reactants needed to synthesize the given product. (1) Given the product [Br:1][C:2]1[CH:3]=[C:4]2[C:9](=[C:10]([O:12][CH3:13])[CH:11]=1)[N:8]=[C:7]([N:30]1[C:31]3[CH:37]=[CH:36][CH:35]=[CH:34][C:32]=3[N:33]=[C:29]1[CH:28]([F:27])[F:38])[N:6]=[C:5]2[N:15]1[CH2:20][CH2:19][O:18][CH2:17][CH2:16]1, predict the reactants needed to synthesize it. The reactants are: [Br:1][C:2]1[CH:3]=[C:4]2[C:9](=[C:10]([O:12][CH3:13])[CH:11]=1)[N:8]=[C:7](Cl)[N:6]=[C:5]2[N:15]1[CH2:20][CH2:19][O:18][CH2:17][CH2:16]1.C(=O)([O-])[O-].[K+].[K+].[F:27][CH:28]([F:38])[C:29]1[NH:33][C:32]2[CH:34]=[CH:35][CH:36]=[CH:37][C:31]=2[N:30]=1. (2) Given the product [CH3:14][N:15]([CH3:16])[C:10]1[CH:9]=[CH:8][C:7]2[S:1](=[O:12])(=[O:13])[CH2:2][CH2:3][CH2:4][CH2:5][C:6]=2[CH:11]=1, predict the reactants needed to synthesize it. The reactants are: [S:1]1(=[O:13])(=[O:12])[C:7]2[CH:8]=[CH:9][CH:10]=[CH:11][C:6]=2[CH2:5][CH2:4][CH2:3][CH2:2]1.[CH3:14][NH:15][CH3:16]. (3) Given the product [N+:7]([C:10]1[CH:15]=[CH:14][CH:13]=[C:12]([N+:16]([O-:18])=[O:17])[C:11]=1[CH2:3][C:2]#[N:1])([O-:9])=[O:8], predict the reactants needed to synthesize it. The reactants are: [N:1]1C=CC=[CH:3][CH:2]=1.[N+:7]([C:10]1[CH:15]=[CH:14][CH:13]=[C:12]([N+:16]([O-:18])=[O:17])[CH:11]=1)([O-:9])=[O:8].BrCC#N. (4) Given the product [CH:20]1([NH:19][C:17](=[O:18])[C:16]2[CH:23]=[C:12]([C:7]3[CH:8]=[C:9]4[C:4](=[CH:5][CH:6]=3)[N:3]=[C:2]([NH:1][CH2:33][CH2:32][N:29]3[CH2:30][CH2:31][O:26][CH2:27][CH2:28]3)[N:11]=[CH:10]4)[C:13]([CH3:25])=[CH:14][C:15]=2[F:24])[CH2:21][CH2:22]1, predict the reactants needed to synthesize it. The reactants are: [NH2:1][C:2]1[N:11]=[CH:10][C:9]2[C:4](=[CH:5][CH:6]=[C:7]([C:12]3[C:13]([CH3:25])=[CH:14][C:15]([F:24])=[C:16]([CH:23]=3)[C:17]([NH:19][CH:20]3[CH2:22][CH2:21]3)=[O:18])[CH:8]=2)[N:3]=1.[O:26]1[CH2:31][CH2:30][N:29]([CH2:32][CH2:33]N)[CH2:28][CH2:27]1. (5) Given the product [OH:21][C:20]1[C:19]2[C:14](=[CH:15][C:16]([O:22][C:23]3[CH:24]=[CH:25][C:26]([NH:29][S:30]([C:33]4[CH:38]=[CH:37][C:36]([CH3:39])=[CH:35][CH:34]=4)(=[O:32])=[O:31])=[CH:27][CH:28]=3)=[CH:17][CH:18]=2)[CH:13]=[N:12][C:11]=1[C:9]([NH:40][CH2:41][C:42]([OH:44])=[O:43])=[O:10], predict the reactants needed to synthesize it. The reactants are: C[O-].[Na+].C(O[C:9]([C:11]1[N:12]=[CH:13][C:14]2[C:19]([C:20]=1[OH:21])=[CH:18][CH:17]=[C:16]([O:22][C:23]1[CH:28]=[CH:27][C:26]([NH:29][S:30]([C:33]3[CH:38]=[CH:37][C:36]([CH3:39])=[CH:35][CH:34]=3)(=[O:32])=[O:31])=[CH:25][CH:24]=1)[CH:15]=2)=[O:10])CCC.[NH2:40][CH2:41][C:42]([OH:44])=[O:43].Cl. (6) Given the product [CH2:18]([O:20][C:11]([C:4]1[CH:3]=[C:2]([Br:1])[CH:7]=[C:6]([CH:8]([CH3:10])[CH3:9])[N:5]=1)=[O:14])[CH3:19], predict the reactants needed to synthesize it. The reactants are: [Br:1][C:2]1[CH:7]=[C:6]([CH:8]([CH3:10])[CH3:9])[N:5]=[C:4]([C:11]#N)[CH:3]=1.S(=O)(=O)(O)[OH:14].[CH2:18]([OH:20])[CH3:19].